Predict the reaction yield, written as a fraction of the theoretical maximum amount of product (1.0 means a 100% yield; for example, 0.34 means a 34% yield). From a dataset of Reaction yield outcomes from USPTO patents with 853,638 reactions. The reactants are [F:1][C:2]([F:10])([F:9])[CH2:3][CH2:4][CH2:5][C:6]([OH:8])=[O:7].ClC(Cl)(Cl)C(=N)O[C:15]([CH3:18])([CH3:17])[CH3:16].B(F)(F)F.CCOCC.C([O-])(O)=O.[Na+]. The catalyst is C1COCC1.CCCCCC. The product is [F:1][C:2]([F:10])([F:9])[CH2:3][CH2:4][CH2:5][C:6]([O:8][C:15]([CH3:18])([CH3:17])[CH3:16])=[O:7]. The yield is 0.980.